Dataset: Reaction yield outcomes from USPTO patents with 853,638 reactions. Task: Predict the reaction yield, written as a fraction of the theoretical maximum amount of product (1.0 means a 100% yield; for example, 0.34 means a 34% yield). (1) The reactants are [CH3:1][O:2][C:3]1[C:8]2[N:9]=[C:10]([NH2:12])[S:11][C:7]=2[C:6]([N:13]2[CH2:18][CH2:17][O:16][CH2:15][CH2:14]2)=[CH:5][CH:4]=1.Cl[C:20]([CH2:22][C@@H:23]1[CH2:28][CH2:27][C@H:26]([O:29]C(=O)C)[CH2:25][CH2:24]1)=[O:21].C(O[C@@H]1CC[C@H](CC(NC2SC3C(N4CCOCC4)=CC=C(OC)C=3N=2)=O)C1)(=O)C. No catalyst specified. The product is [OH:29][C@@H:26]1[CH2:27][CH2:28][C@H:23]([CH2:22][C:20]([NH:12][C:10]2[S:11][C:7]3[C:6]([N:13]4[CH2:18][CH2:17][O:16][CH2:15][CH2:14]4)=[CH:5][CH:4]=[C:3]([O:2][CH3:1])[C:8]=3[N:9]=2)=[O:21])[CH2:24][CH2:25]1. The yield is 0.330. (2) The reactants are [CH:1]1([CH:7]([C:9]2[C:10]([C:24]([CH3:27])([CH3:26])[CH3:25])=[N:11][N:12]([C:14]3[CH:19]=[CH:18][C:17]([C:20]([F:23])([F:22])[F:21])=[CH:16][N:15]=3)[CH:13]=2)O)[CH2:6][CH2:5][CH2:4][CH2:3][CH2:2]1.[NH2:28][C:29]1[CH:34]=[CH:33][C:32]([C:35]([N:37]([CH3:45])[CH2:38][CH2:39][C:40]([O:42]CC)=[O:41])=[O:36])=[CH:31][CH:30]=1. No catalyst specified. The product is [C:24]([C:10]1[C:9]([CH:7]([NH:28][C:29]2[CH:30]=[CH:31][C:32]([C:35]([N:37]([CH3:45])[CH2:38][CH2:39][C:40]([OH:42])=[O:41])=[O:36])=[CH:33][CH:34]=2)[CH:1]2[CH2:6][CH2:5][CH2:4][CH2:3][CH2:2]2)=[CH:13][N:12]([C:14]2[CH:19]=[CH:18][C:17]([C:20]([F:22])([F:23])[F:21])=[CH:16][N:15]=2)[N:11]=1)([CH3:27])([CH3:25])[CH3:26]. The yield is 0.160. (3) The reactants are C([O:3][C:4](=O)[C:5]1[CH:10]=[C:9]([O:11][CH2:12][CH3:13])[C:8]([Cl:14])=[C:7]([O:15][CH2:16][CH3:17])[CH:6]=1)C.[H-].C([Al+]CC(C)C)C(C)C. The catalyst is ClCCl. The product is [Cl:14][C:8]1[C:9]([O:11][CH2:12][CH3:13])=[CH:10][C:5]([CH2:4][OH:3])=[CH:6][C:7]=1[O:15][CH2:16][CH3:17]. The yield is 0.950.